This data is from Forward reaction prediction with 1.9M reactions from USPTO patents (1976-2016). The task is: Predict the product of the given reaction. (1) Given the reactants [CH3:1][C:2]1[N:6]=[C:5]([C:7]2[C:16]3[C:11](=[CH:12][CH:13]=[CH:14][CH:15]=3)[CH:10]=[CH:9][CH:8]=2)[NH:4][C:3]=1[CH2:17]O.O=S(Cl)Cl.[CH:23]1([N:28]2[CH2:33][CH2:32][NH:31][CH2:30][CH2:29]2)[CH2:27][CH2:26][CH2:25][CH2:24]1.CCN(CC)CC, predict the reaction product. The product is: [CH:23]1([N:28]2[CH2:29][CH2:30][N:31]([CH2:17][C:3]3[NH:4][C:5]([C:7]4[C:16]5[C:11](=[CH:12][CH:13]=[CH:14][CH:15]=5)[CH:10]=[CH:9][CH:8]=4)=[N:6][C:2]=3[CH3:1])[CH2:32][CH2:33]2)[CH2:24][CH2:25][CH2:26][CH2:27]1. (2) Given the reactants Br[CH:2]1[CH2:5][CH2:4][CH2:3]1.[F:6][C:7]1[C:15]([F:16])=[CH:14][C:13]([OH:17])=[CH:12][C:8]=1[C:9]([OH:11])=[O:10].C(=O)([O-])[O-].[K+].[K+], predict the reaction product. The product is: [CH:2]1([O:17][C:13]2[CH:14]=[C:15]([F:16])[C:7]([F:6])=[C:8]([CH:12]=2)[C:9]([O:11][CH:2]2[CH2:5][CH2:4][CH2:3]2)=[O:10])[CH2:5][CH2:4][CH2:3]1. (3) Given the reactants [Cl:1][C:2]1[CH:7]=[CH:6][CH:5]=[C:4]([Cl:8])[C:3]=1[CH:9]1[C:14]([C:15]([O:17][CH3:18])=[O:16])=[C:13]([CH2:19][CH2:20][C:21]2[S:22][CH:23]=[CH:24][N:25]=2)[NH:12][C:11]([CH2:26][C:27](O)=[O:28])=[C:10]1[C:30]([O:32][CH3:33])=[O:31].[CH:34]12[CH2:41][CH2:40][CH:37]([CH2:38][CH2:39]1)[CH2:36][CH:35]2[N:42]1[CH2:47][CH2:46][NH:45][CH2:44][CH2:43]1, predict the reaction product. The product is: [CH:34]12[CH2:39][CH2:38][CH:37]([CH2:40][CH2:41]1)[CH2:36][CH:35]2[N:42]1[CH2:43][CH2:44][N:45]([C:27](=[O:28])[CH2:26][C:11]2[NH:12][C:13]([CH2:19][CH2:20][C:21]3[S:22][CH:23]=[CH:24][N:25]=3)=[C:14]([C:15]([O:17][CH3:18])=[O:16])[CH:9]([C:3]3[C:2]([Cl:1])=[CH:7][CH:6]=[CH:5][C:4]=3[Cl:8])[C:10]=2[C:30]([O:32][CH3:33])=[O:31])[CH2:46][CH2:47]1. (4) Given the reactants [N:1]([C:4]1[CH:9]=[CH:8][CH:7]=[C:6]([Cl:10])[C:5]=1[Cl:11])=[N+:2]=[N-:3].[C:12]1([CH2:18][C:19]#[CH:20])[CH:17]=[CH:16][CH:15]=[CH:14][CH:13]=1, predict the reaction product. The product is: [CH2:18]([C:19]1[N:1]([C:4]2[CH:9]=[CH:8][CH:7]=[C:6]([Cl:10])[C:5]=2[Cl:11])[N:2]=[N:3][CH:20]=1)[C:12]1[CH:17]=[CH:16][CH:15]=[CH:14][CH:13]=1.